Dataset: Reaction yield outcomes from USPTO patents with 853,638 reactions. Task: Predict the reaction yield, written as a fraction of the theoretical maximum amount of product (1.0 means a 100% yield; for example, 0.34 means a 34% yield). (1) The reactants are [Br:1][C:2]1[CH:3]=[C:4]([NH:9][C:10]([NH2:12])=[S:11])[CH:5]=[C:6]([Br:8])[CH:7]=1.BrBr.N. The catalyst is C(Cl)(Cl)Cl.O. The product is [Br:1][C:2]1[CH:7]=[C:6]([Br:8])[C:5]2[S:11][C:10]([NH2:12])=[N:9][C:4]=2[CH:3]=1. The yield is 0.980. (2) The reactants are Br[C:2]1[CH:3]=[C:4]2[C:8](=[CH:9][C:10]=1[Cl:11])[NH:7][N:6]=[C:5]2[C:12]([OH:14])=[O:13].CC1(C)COB([C:22]2[CH:27]=[CH:26][C:25]([C:28]3[C:29]([OH:34])=[CH:30][CH:31]=[CH:32][CH:33]=3)=[CH:24][CH:23]=2)OC1.C(=O)([O-])[O-].[K+].[K+].C(O)(=O)CC(CC(O)=O)(C(O)=O)O. The catalyst is C1(C)C=CC=CC=1.CCO.C1C=CC(P(C2C=CC=CC=2)[C-]2C=CC=C2)=CC=1.C1C=CC(P(C2C=CC=CC=2)[C-]2C=CC=C2)=CC=1.Cl[Pd]Cl.[Fe+2]. The product is [Cl:11][C:10]1[CH:9]=[C:8]2[C:4]([C:5]([C:12]([OH:14])=[O:13])=[N:6][NH:7]2)=[CH:3][C:2]=1[C:22]1[CH:23]=[CH:24][C:25]([C:28]2[CH:33]=[CH:32][CH:31]=[CH:30][C:29]=2[OH:34])=[CH:26][CH:27]=1. The yield is 0.220. (3) The reactants are [CH2:1]([O:5][C:6]1[CH:11]=[CH:10][C:9]([C:12]2[S:13][CH:14]=[CH:15][CH:16]=2)=[CH:8][CH:7]=1)[CH2:2][CH2:3][CH3:4].C([Li])CCC.[CH3:22]SSC.O[O:27][S:28]([O-:30])=O.[K+]. The catalyst is O1CCCC1.C(OCC)(=O)C.O. The product is [CH2:1]([O:5][C:6]1[CH:11]=[CH:10][C:9]([C:12]2[S:13][C:14]([S:28]([CH3:22])(=[O:30])=[O:27])=[CH:15][CH:16]=2)=[CH:8][CH:7]=1)[CH2:2][CH2:3][CH3:4]. The yield is 0.580.